Dataset: Full USPTO retrosynthesis dataset with 1.9M reactions from patents (1976-2016). Task: Predict the reactants needed to synthesize the given product. (1) Given the product [CH2:17]([O:16][C:14](=[O:15])[CH2:13][C:10]1[CH:11]=[CH:12][C:7]([C@@H:4]2[CH2:5][CH2:6][C@H:2]([NH:28][C@@H:26]([C:22]3[CH:23]=[CH:24][CH:25]=[C:20]([Cl:19])[CH:21]=3)[CH3:27])[CH2:3]2)=[CH:8][CH:9]=1)[CH3:18], predict the reactants needed to synthesize it. The reactants are: O=[C:2]1[CH2:6][CH2:5][C@@H:4]([C:7]2[CH:12]=[CH:11][C:10]([CH2:13][C:14]([O:16][CH2:17][CH3:18])=[O:15])=[CH:9][CH:8]=2)[CH2:3]1.[Cl:19][C:20]1[CH:21]=[C:22]([C@H:26]([NH2:28])[CH3:27])[CH:23]=[CH:24][CH:25]=1.[BH-](OC(C)=O)(OC(C)=O)OC(C)=O.[Na+]. (2) Given the product [F:12][C:11]1[C:2]([B:23]2[O:24][C:25]([CH3:27])([CH3:26])[C:21]([CH3:37])([CH3:20])[O:22]2)=[CH:3][CH:4]=[C:5]2[C:10]=1[N:9]=[C:8]([C:13]1[CH:18]=[CH:17][CH:16]=[CH:15][CH:14]=1)[CH:7]=[C:6]2[CH3:19], predict the reactants needed to synthesize it. The reactants are: Cl[C:2]1[C:11]([F:12])=[C:10]2[C:5]([C:6]([CH3:19])=[CH:7][C:8]([C:13]3[CH:18]=[CH:17][CH:16]=[CH:15][CH:14]=3)=[N:9]2)=[CH:4][CH:3]=1.[CH3:20][C:21]1([CH3:37])[C:25]([CH3:27])([CH3:26])[O:24][B:23]([B:23]2[O:24][C:25]([CH3:27])([CH3:26])[C:21]([CH3:37])([CH3:20])[O:22]2)[O:22]1.C([O-])(=O)C.[K+].C(C1C=CC=C(C(C)C)C=1N1C=CN(C2C(C(C)C)=CC=CC=2C(C)C)C1=[ClH])(C)C. (3) Given the product [CH3:17][O:18][C:8]1[CH:9]=[C:10]2[CH:16]=[CH:15][NH:14][C:11]2=[N:12][CH:13]=1, predict the reactants needed to synthesize it. The reactants are: C1(N[C:8]2[CH:9]=[C:10]3[CH:16]=[CH:15][NH:14][C:11]3=[N:12][CH:13]=2)C=CC=CC=1.[CH3:17][O-:18].[Na+].O.[Cl-].[NH4+].[OH-].[NH4+]. (4) Given the product [Br:9][C:10]1[CH:18]=[C:17]2[C:13]([C:14]3([CH2:23][CH2:22][CH2:21][CH2:20]3)[C:15](=[O:19])[NH:16]2)=[CH:12][C:11]=1[Cl:1], predict the reactants needed to synthesize it. The reactants are: [Cl:1]N1C(=O)CCC1=O.[Br:9][C:10]1[CH:18]=[C:17]2[C:13]([C:14]3([CH2:23][CH2:22][CH2:21][CH2:20]3)[C:15](=[O:19])[NH:16]2)=[CH:12][CH:11]=1.C(=O)([O-])O.[Na+]. (5) Given the product [CH3:27][O:28][CH2:29][CH2:30][N:31]([CH2:32][C:33]1[CH:45]=[CH:44][C:36]([O:37][CH2:38][C:39]([O:41][CH2:42][CH3:43])=[O:40])=[C:35]([CH3:46])[CH:34]=1)[C:2]1[CH:7]=[N:6][CH:5]=[C:4]([C:8]2[CH:13]=[CH:12][C:11]([C:14]([F:17])([F:16])[F:15])=[CH:10][CH:9]=2)[N:3]=1, predict the reactants needed to synthesize it. The reactants are: Br[C:2]1[CH:7]=[N:6][CH:5]=[C:4]([C:8]2[CH:13]=[CH:12][C:11]([C:14]([F:17])([F:16])[F:15])=[CH:10][CH:9]=2)[N:3]=1.C(N(CC)C(C)C)(C)C.[CH3:27][O:28][CH2:29][CH2:30][NH:31][CH2:32][C:33]1[CH:45]=[CH:44][C:36]([O:37][CH2:38][C:39]([O:41][CH2:42][CH3:43])=[O:40])=[C:35]([CH3:46])[CH:34]=1. (6) Given the product [C:12]1([C:7]2[CH:8]=[C:9]3[C:4](=[CH:5][CH:6]=2)[CH:3]=[C:2]([B:29]([OH:34])[OH:30])[CH:11]=[CH:10]3)[CH:17]=[CH:16][CH:15]=[CH:14][CH:13]=1, predict the reactants needed to synthesize it. The reactants are: Br[C:2]1[CH:11]=[CH:10][C:9]2[C:4](=[CH:5][CH:6]=[C:7]([C:12]3[CH:17]=[CH:16][CH:15]=[CH:14][CH:13]=3)[CH:8]=2)[CH:3]=1.CCCCCC.C([Li])CCC.[B:29](OC(C)C)([O:34]C(C)C)[O:30]C(C)C.